This data is from Forward reaction prediction with 1.9M reactions from USPTO patents (1976-2016). The task is: Predict the product of the given reaction. (1) Given the reactants [Br:1][C:2]1[CH:3]=[CH:4][C:5]([O:20][CH3:21])=[C:6]([C:8]([CH3:19])([CH3:18])[CH2:9][C:10]([OH:17])([C:13]([F:16])([F:15])[F:14])[CH:11]=O)[CH:7]=1.[NH2:22][C:23]1[CH:31]=[CH:30][CH:29]=[C:28]2[C:24]=1[CH:25]=[N:26][NH:27]2.C1(C)C=CC=CC=1, predict the reaction product. The product is: [F:14][C:13]([F:15])([F:16])[C:10]([CH:11]=[N:22][C:23]1[CH:31]=[CH:30][CH:29]=[C:28]2[C:24]=1[CH:25]=[N:26][NH:27]2)([OH:17])[CH2:9][C:8]([C:6]1[CH:7]=[C:2]([Br:1])[CH:3]=[CH:4][C:5]=1[O:20][CH3:21])([CH3:18])[CH3:19]. (2) Given the reactants [CH3:1][C:2]1[NH:3][C:4]2[C:9]([CH:10]=1)=[CH:8][C:7]([N:11]=[CH:12][N:13]([CH2:15][CH3:16])[CH3:14])=[CH:6][CH:5]=2.CC([O-])(C)C.[K+].C1OCCOCCOCCOCCOCCOC1.[CH3:41][O:42][N:43]=[C:44]([CH2:47][O:48][C:49]1[C:54]([F:55])=[CH:53][CH:52]=[CH:51][C:50]=1[Cl:56])[CH2:45]Cl, predict the reaction product. The product is: [Cl:56][C:50]1[CH:51]=[CH:52][CH:53]=[C:54]([F:55])[C:49]=1[O:48][CH2:47][C:44](=[N:43][O:42][CH3:41])[CH2:45][N:3]1[C:4]2[C:9](=[CH:8][C:7]([N:11]=[CH:12][N:13]([CH2:15][CH3:16])[CH3:14])=[CH:6][CH:5]=2)[CH:10]=[C:2]1[CH3:1]. (3) Given the reactants [CH3:1][O:2][CH2:3][O:4][C:5]1[CH:10]=[CH:9][CH:8]=[CH:7][C:6]=1[C:11]([F:14])([F:13])[F:12].CCCCCC.C([Li])CCC.CC(C)([O-])C.[K+].[C:32](=[O:34])=[O:33].[OH-].[Na+], predict the reaction product. The product is: [CH3:1][O:2][CH2:3][O:4][C:5]1[C:6]([C:11]([F:12])([F:13])[F:14])=[CH:7][CH:8]=[CH:9][C:10]=1[C:32]([OH:34])=[O:33]. (4) Given the reactants [CH2:1]([O:6][C:7]1[C:16]2[C:11](=[CH:12][CH:13]=[CH:14][CH:15]=2)[C:10](C(O)=O)=[CH:9][CH:8]=1)[CH2:2][CH2:3][CH2:4][CH3:5].C[N:21]([CH3:35])C1C2C(=CC=CC=2N(C)C)C=CC=1.C1C=CC(P(N=[N+]=[N-])(C2C=CC=CC=2)=[O:43])=CC=1.[C:53]1([NH2:63])[C:62]2[C:57](=[CH:58][CH:59]=[CH:60][CH:61]=2)[CH:56]=[CH:55][CH:54]=1.Cl, predict the reaction product. The product is: [C:53]1([NH:63][C:35]([NH:21][C:10]2[C:11]3[C:16](=[CH:15][CH:14]=[CH:13][CH:12]=3)[C:7]([O:6][CH2:1][CH2:2][CH2:3][CH2:4][CH3:5])=[CH:8][CH:9]=2)=[O:43])[C:62]2[C:57](=[CH:58][CH:59]=[CH:60][CH:61]=2)[CH:56]=[CH:55][CH:54]=1. (5) Given the reactants [O:1]=[C:2]1[N:14]([CH:15]2[CH2:20][CH2:19][N:18]([C:21]([O:23][C@@H:24]([C:42]([OH:44])=[O:43])[CH2:25][C:26]3[CH:31]=[C:30]([CH3:32])[C:29]([O:33]CC4C=CC=CC=4)=[C:28]([CH3:41])[CH:27]=3)=[O:22])[CH2:17][CH2:16]2)[C:5]2[CH:6]=[N:7][C:8]3[CH:9]=[CH:10][CH:11]=[CH:12][C:13]=3[C:4]=2[NH:3]1.[H][H], predict the reaction product. The product is: [O:1]=[C:2]1[N:14]([CH:15]2[CH2:16][CH2:17][N:18]([C:21]([O:23][C@@H:24]([C:42]([OH:44])=[O:43])[CH2:25][C:26]3[CH:27]=[C:28]([CH3:41])[C:29]([OH:33])=[C:30]([CH3:32])[CH:31]=3)=[O:22])[CH2:19][CH2:20]2)[C:5]2[CH:6]=[N:7][C:8]3[CH:9]=[CH:10][CH:11]=[CH:12][C:13]=3[C:4]=2[NH:3]1. (6) Given the reactants [Cl:1][C:2]1[CH:7]=[CH:6][C:5]([N:8]2[C:16](=[O:17])[C:15]3[N:14]=[CH:13][N:12]([CH2:18][CH3:19])[C:11]=3[N:10]=[C:9]2[CH2:20][C:21]2[CH:22]=[N:23][C:24](Cl)=[CH:25][CH:26]=2)=[CH:4][CH:3]=1.[NH:28]1[CH2:33][CH2:32][O:31][CH2:30][CH2:29]1.[F-].[Cs+], predict the reaction product. The product is: [Cl:1][C:2]1[CH:3]=[CH:4][C:5]([N:8]2[C:16](=[O:17])[C:15]3[N:14]=[CH:13][N:12]([CH2:18][CH3:19])[C:11]=3[N:10]=[C:9]2[CH2:20][C:21]2[CH:22]=[N:23][C:24]([N:28]3[CH2:33][CH2:32][O:31][CH2:30][CH2:29]3)=[CH:25][CH:26]=2)=[CH:6][CH:7]=1. (7) The product is: [Cl:16][C:17]1[CH:18]=[CH:19][C:20]2[O:24][C:23]([NH:25][CH2:26][C@@H:27]3[C@H:32]([CH3:33])[CH2:31][CH2:30][CH2:29][N:28]3[C:7]([C:6]3[CH:10]=[C:2]([CH3:1])[CH:3]=[CH:4][C:5]=3[C:11]3[S:12][CH:13]=[CH:14][N:15]=3)=[O:9])=[N:22][C:21]=2[CH:34]=1. Given the reactants [CH3:1][C:2]1[CH:3]=[CH:4][C:5]([C:11]2[S:12][CH:13]=[CH:14][N:15]=2)=[C:6]([CH:10]=1)[C:7]([OH:9])=O.[Cl:16][C:17]1[CH:18]=[CH:19][C:20]2[O:24][C:23]([NH:25][CH2:26][C@@H:27]3[C@H:32]([CH3:33])[CH2:31][CH2:30][CH2:29][NH:28]3)=[N:22][C:21]=2[CH:34]=1, predict the reaction product. (8) Given the reactants B.C1COCC1.[CH2:7]([N:14]1[CH2:19][CH2:18][O:17][CH:16]([CH:20]([CH:22]2[CH2:24][CH2:23]2)[OH:21])[C:15]1=O)[C:8]1[CH:13]=[CH:12][CH:11]=[CH:10][CH:9]=1.Cl.C([O-])(O)=O.[Na+], predict the reaction product. The product is: [CH2:7]([N:14]1[CH2:19][CH2:18][O:17][CH:16]([CH:20]([CH:22]2[CH2:24][CH2:23]2)[OH:21])[CH2:15]1)[C:8]1[CH:9]=[CH:10][CH:11]=[CH:12][CH:13]=1.